From a dataset of Catalyst prediction with 721,799 reactions and 888 catalyst types from USPTO. Predict which catalyst facilitates the given reaction. (1) Reactant: C(OC[O:5][C:6]1[CH:7]=[N:8][C:9]([C:12]2[CH:17]=[CH:16][C:15]([O:18][C:19]([F:22])([F:21])[F:20])=[CH:14][CH:13]=2)=[N:10][CH:11]=1)C.Cl. Product: [F:22][C:19]([F:20])([F:21])[O:18][C:15]1[CH:16]=[CH:17][C:12]([C:9]2[N:8]=[CH:7][C:6]([OH:5])=[CH:11][N:10]=2)=[CH:13][CH:14]=1. The catalyst class is: 24. (2) Reactant: C([O:5][C:6](=[O:33])[CH2:7][N:8]1[C:12]([C:13]2[CH:18]=[CH:17][C:16]([Cl:19])=[CH:15][CH:14]=2)=[C:11]([CH:20]2[CH2:25][CH2:24][CH2:23][CH2:22][CH2:21]2)[C:10]2[S:26][C:27]([C:29]([O:31][CH3:32])=[O:30])=[CH:28][C:9]1=2)(C)(C)C. Product: [Cl:19][C:16]1[CH:15]=[CH:14][C:13]([C:12]2([C:13]3[CH:18]=[CH:17][CH:16]=[CH:15][CH:14]=3)[N:8]([CH2:7][C:6]([OH:5])=[O:33])[C:9]3=[CH:28][CH:27]([C:29]([O:31][CH3:32])=[O:30])[S:26][C:10]3=[C:11]2[CH:20]2[CH2:21][CH2:22][CH2:23][CH2:24][CH2:25]2)=[CH:18][CH:17]=1. The catalyst class is: 157. (3) Reactant: C([N:8]1[CH2:13][CH2:12][N:11]([C:14]2[CH:15]=[C:16]([N:20]3[CH:24]([C:25]4[CH:30]=[CH:29][C:28]([F:31])=[CH:27][C:26]=4[F:32])[CH2:23][C:22]([C:33]([F:39])([F:38])[C:34]([F:37])([F:36])[F:35])=[N:21]3)[CH:17]=[CH:18][CH:19]=2)[CH2:10][CH2:9]1)(OC(C)(C)C)=O.[ClH:40]. Product: [ClH:40].[F:32][C:26]1[CH:27]=[C:28]([F:31])[CH:29]=[CH:30][C:25]=1[CH:24]1[N:20]([C:16]2[CH:17]=[CH:18][CH:19]=[C:14]([N:11]3[CH2:12][CH2:13][NH:8][CH2:9][CH2:10]3)[CH:15]=2)[N:21]=[C:22]([C:33]([F:39])([F:38])[C:34]([F:37])([F:36])[F:35])[CH2:23]1. The catalyst class is: 13.